This data is from Forward reaction prediction with 1.9M reactions from USPTO patents (1976-2016). The task is: Predict the product of the given reaction. (1) Given the reactants [NH:1]1[C:5]2=[CH:6][N:7]=[C:8]([NH2:10])[CH:9]=[C:4]2[CH:3]=[CH:2]1.[Cl:11][C:12]1[CH:13]=[C:14]([CH:18]=[CH:19][C:20]=1[F:21])[C:15](Cl)=[O:16], predict the reaction product. The product is: [Cl:11][C:12]1[CH:13]=[C:14]([CH:18]=[CH:19][C:20]=1[F:21])[C:15]([NH:10][C:8]1[CH:9]=[C:4]2[CH:3]=[CH:2][NH:1][C:5]2=[CH:6][N:7]=1)=[O:16]. (2) Given the reactants [C:1]1([C:7]2[C:16]([O:17][CH2:18][C:19]3[CH:24]=[CH:23][CH:22]=[CH:21][CH:20]=3)=[C:15]([C:25](O)=[O:26])[C:14]3[C:9](=[CH:10][CH:11]=[CH:12][CH:13]=3)[N:8]=2)[CH:6]=[CH:5][CH:4]=[CH:3][CH:2]=1.C(Cl)(=O)C(Cl)=O.Cl.[C:35]1([N:41]([C:43]([O:45][CH3:46])=[O:44])[NH2:42])[CH:40]=[CH:39][CH:38]=[CH:37][CH:36]=1, predict the reaction product. The product is: [CH3:46][O:45][C:43]([N:41]([C:35]1[CH:36]=[CH:37][CH:38]=[CH:39][CH:40]=1)[NH:42][C:25]([C:15]1[C:14]2[C:9](=[CH:10][CH:11]=[CH:12][CH:13]=2)[N:8]=[C:7]([C:1]2[CH:6]=[CH:5][CH:4]=[CH:3][CH:2]=2)[C:16]=1[O:17][CH2:18][C:19]1[CH:24]=[CH:23][CH:22]=[CH:21][CH:20]=1)=[O:26])=[O:44]. (3) The product is: [CH2:42]([O:44][C:45]([N:47]1[CH2:48][CH2:49][N:50]([C:13](=[O:15])[C@@H:12]([NH:11][C:9]([O:8][CH2:1][C:2]2[CH:3]=[CH:4][CH:5]=[CH:6][CH:7]=2)=[O:10])[CH2:16][NH:17][C:18]([O:20][C:21]([CH3:24])([CH3:23])[CH3:22])=[O:19])[CH2:51][CH2:52]1)=[O:46])[CH3:43]. Given the reactants [CH2:1]([O:8][C:9]([NH:11][C@@H:12]([CH2:16][NH:17][C:18]([O:20][C:21]([CH3:24])([CH3:23])[CH3:22])=[O:19])[C:13]([OH:15])=O)=[O:10])[C:2]1[CH:7]=[CH:6][CH:5]=[CH:4][CH:3]=1.C(N(CC)CC)C.C1C=CC2N(O)N=NC=2C=1.[CH2:42]([O:44][C:45]([N:47]1[CH2:52][CH2:51][NH:50][CH2:49][CH2:48]1)=[O:46])[CH3:43], predict the reaction product. (4) Given the reactants [CH:1]1([CH2:7][CH2:8][CH2:9][C@@H:10]([C:19]2[O:23][N:22]=[C:21]([CH2:24]OS(C3C=CC(C)=CC=3)(=O)=O)[N:20]=2)[CH2:11][C:12]([O:14][C:15]([CH3:18])([CH3:17])[CH3:16])=[O:13])[CH2:6][CH2:5][CH2:4][CH2:3][CH2:2]1.[CH:36]1([NH2:40])[CH2:39][CH2:38][CH2:37]1, predict the reaction product. The product is: [CH:36]1([NH:40][CH2:24][C:21]2[N:20]=[C:19]([C@H:10]([CH2:9][CH2:8][CH2:7][CH:1]3[CH2:6][CH2:5][CH2:4][CH2:3][CH2:2]3)[CH2:11][C:12]([O:14][C:15]([CH3:17])([CH3:18])[CH3:16])=[O:13])[O:23][N:22]=2)[CH2:39][CH2:38][CH2:37]1. (5) The product is: [CH3:28][N:29]([CH3:31])[CH:30]=[CH:2][C:1]([C:4]1[C:9](=[O:10])[C:8]([O:11][CH3:12])=[CH:7][N:6]([C:13]2[CH:18]=[CH:17][C:16]([N:19]3[CH:23]=[CH:22][CH:21]=[N:20]3)=[CH:15][C:14]=2[O:24][CH3:25])[N:5]=1)=[O:3]. Given the reactants [C:1]([C:4]1[C:9](=[O:10])[C:8]([O:11][CH3:12])=[CH:7][N:6]([C:13]2[CH:18]=[CH:17][C:16]([N:19]3[CH:23]=[CH:22][CH:21]=[N:20]3)=[CH:15][C:14]=2[O:24][CH3:25])[N:5]=1)(=[O:3])[CH3:2].CO[CH:28](OC)[N:29]([CH3:31])[CH3:30], predict the reaction product. (6) The product is: [Br:1][C:2]1[CH:11]=[C:10]2[C:5]([CH:6]=[N:7][N:8]=[C:9]2[Cl:18])=[CH:4][CH:3]=1. Given the reactants [Br:1][C:2]1[CH:11]=[C:10]2[C:5]([CH:6]=[N:7][NH:8][C:9]2=O)=[CH:4][CH:3]=1.C(#N)C.P(Cl)(Cl)([Cl:18])=O, predict the reaction product.